Dataset: Full USPTO retrosynthesis dataset with 1.9M reactions from patents (1976-2016). Task: Predict the reactants needed to synthesize the given product. (1) Given the product [Cl:18][C:17]1[C:16]([Cl:19])=[C:15]([CH3:20])[NH:14][C:13]=1[C:11]([NH:10][CH:7]1[CH2:8][CH2:9][N:4]([C:2]2[S:3][C:22]([C:30]#[N:31])=[C:23]([O:25][CH3:26])[N:1]=2)[CH2:5][CH2:6]1)=[O:12], predict the reactants needed to synthesize it. The reactants are: [NH2:1][C:2]([N:4]1[CH2:9][CH2:8][CH:7]([NH:10][C:11]([C:13]2[NH:14][C:15]([CH3:20])=[C:16]([Cl:19])[C:17]=2[Cl:18])=[O:12])[CH2:6][CH2:5]1)=[S:3].Cl[CH:22]([C:30]#[N:31])[C:23]([O:25][C:26](C)(C)C)=O. (2) Given the product [OH:1][C:2]([C:5]1[CH:39]=[CH:38][C:8]([C:9]([NH:11][C:12]2[CH:17]=[C:16]([C:18]3[CH:27]=[C:26]4[C:21]([CH2:22][CH2:23][NH:24][CH2:25]4)=[CH:20][CH:19]=3)[N:15]3[N:35]=[C:36]([CH3:41])[CH:37]=[C:14]3[N:13]=2)=[O:10])=[CH:7][CH:6]=1)([CH3:3])[CH3:4], predict the reactants needed to synthesize it. The reactants are: [OH:1][C:2]([C:5]1[CH:39]=[CH:38][C:8]([C:9]([NH:11][C:12]2[CH:17]=[C:16]([C:18]3[CH:27]=[C:26]4[C:21]([CH2:22][CH2:23][N:24](C(OC(C)(C)C)=O)[CH2:25]4)=[CH:20][CH:19]=3)[N:15]3[N:35]=[CH:36][CH:37]=[C:14]3[N:13]=2)=[O:10])=[CH:7][CH:6]=1)([CH3:4])[CH3:3].F[C:41](F)(F)C(O)=O. (3) Given the product [CH2:22]([NH:4][CH2:5][CH2:6][CH2:7][O:47][Si:39]([C:42]([CH3:45])([CH3:44])[CH3:43])([CH3:41])[CH3:40])[C:27]1[CH:28]=[CH:29][CH:30]=[CH:31][CH:32]=1, predict the reactants needed to synthesize it. The reactants are: ClC1[CH:7]=[C:6](NC2N=CN=C(NC(C3CC3)=O)C=2)[C:5](=O)[N:4]2[C:22]([C:27]3[CH:32]=[CH:31][CH:30]=[C:29](F)[CH:28]=3)(C)NC(=O)C=12.N1C=CN=C1.[Si:39](Cl)([C:42]([CH3:45])([CH3:44])[CH3:43])([CH3:41])[CH3:40].[OH2:47]. (4) Given the product [CH3:43][C:42]1[CH:24]=[CH:25][C:26]([C:27]([NH:29][C:30]2[CH:35]=[C:34]([C:36]([F:37])([F:38])[F:39])[CH:33]=[CH:32][N:31]=2)=[O:28])=[CH:40][C:41]=1[C:2]#[C:1][C:3]1[N:7]2[CH:8]=[CH:9][CH:10]=[C:11]([NH:12][C:13]3[CH:18]=[CH:17][C:16]([S:19]([CH3:22])(=[O:21])=[O:20])=[CH:15][CH:14]=3)[C:6]2=[N:5][CH:4]=1, predict the reactants needed to synthesize it. The reactants are: [C:1]([C:3]1[N:7]2[CH:8]=[CH:9][CH:10]=[C:11]([NH:12][C:13]3[CH:18]=[CH:17][C:16]([S:19]([CH3:22])(=[O:21])=[O:20])=[CH:15][CH:14]=3)[C:6]2=[N:5][CH:4]=1)#[CH:2].I[C:24]1[CH:25]=[C:26]([CH:40]=[CH:41][C:42]=1[CH3:43])[C:27]([NH:29][C:30]1[CH:35]=[C:34]([C:36]([F:39])([F:38])[F:37])[CH:33]=[CH:32][N:31]=1)=[O:28].C(N(C(C)C)CC)(C)C. (5) Given the product [CH3:1][O:2][C:3]1[CH:8]=[CH:7][C:6]([S:9]([NH:14][CH3:13])(=[O:11])=[O:10])=[CH:5][CH:4]=1, predict the reactants needed to synthesize it. The reactants are: [CH3:1][O:2][C:3]1[CH:8]=[CH:7][C:6]([S:9](Cl)(=[O:11])=[O:10])=[CH:5][CH:4]=1.[CH3:13][NH2:14]. (6) Given the product [Cl:31][C:26]1[CH:25]=[C:24]([NH:23][C:11]2[C:10]3[C:15](=[CH:16][C:17]([O:18][CH2:19][CH2:20][O:21][CH3:22])=[C:8]([NH:7][C:5](=[O:6])/[CH:4]=[CH:3]/[CH2:2][N:48]4[CH2:47][C@H:46]5[O:41][CH2:42][CH2:43][O:44][C@H:45]5[CH2:49]4)[CH:9]=3)[N:14]=[CH:13][N:12]=2)[CH:29]=[CH:28][C:27]=1[F:30], predict the reactants needed to synthesize it. The reactants are: Br[CH2:2]/[CH:3]=[CH:4]/[C:5]([NH:7][C:8]1[CH:9]=[C:10]2[C:15](=[CH:16][C:17]=1[O:18][CH2:19][CH2:20][O:21][CH3:22])[N:14]=[CH:13][N:12]=[C:11]2[NH:23][C:24]1[CH:29]=[CH:28][C:27]([F:30])=[C:26]([Cl:31])[CH:25]=1)=[O:6].C(N(C(C)C)CC)(C)C.[O:41]1[C@H:46]2[CH2:47][NH:48][CH2:49][C@H:45]2[O:44][CH2:43][CH2:42]1.O.